Dataset: Full USPTO retrosynthesis dataset with 1.9M reactions from patents (1976-2016). Task: Predict the reactants needed to synthesize the given product. Given the product [CH2:30]([O:32][C:33](=[O:36])[CH2:34][N:1]1[CH2:5][CH2:4][C@H:3]([N:6]([C:7]2[CH:14]=[CH:13][C:10]([C:11]#[N:12])=[C:9]([C:15]([F:17])([F:18])[F:16])[CH:8]=2)[CH2:19][C:20]2[CH:25]=[CH:24][CH:23]=[CH:22][C:21]=2[C:26]([F:27])([F:28])[F:29])[CH2:2]1)[CH3:31], predict the reactants needed to synthesize it. The reactants are: [NH:1]1[CH2:5][CH2:4][C@H:3]([N:6]([CH2:19][C:20]2[CH:25]=[CH:24][CH:23]=[CH:22][C:21]=2[C:26]([F:29])([F:28])[F:27])[C:7]2[CH:14]=[CH:13][C:10]([C:11]#[N:12])=[C:9]([C:15]([F:18])([F:17])[F:16])[CH:8]=2)[CH2:2]1.[CH2:30]([O:32][C:33](=[O:36])[CH2:34]Br)[CH3:31].